From a dataset of Forward reaction prediction with 1.9M reactions from USPTO patents (1976-2016). Predict the product of the given reaction. Given the reactants Br[C:2]1[CH:7]=[CH:6][C:5]([C:8]([CH3:19])([CH3:18])[CH2:9][O:10][Si:11]([C:14]([CH3:17])([CH3:16])[CH3:15])([CH3:13])[CH3:12])=[CH:4][CH:3]=1.C([Li])CCC.CN(C)[CH:27]=[O:28].[Cl-].[NH4+], predict the reaction product. The product is: [Si:11]([O:10][CH2:9][C:8]([C:5]1[CH:6]=[CH:7][C:2]([CH:27]=[O:28])=[CH:3][CH:4]=1)([CH3:19])[CH3:18])([C:14]([CH3:17])([CH3:16])[CH3:15])([CH3:13])[CH3:12].